This data is from Human liver microsome stability data. The task is: Regression/Classification. Given a drug SMILES string, predict its absorption, distribution, metabolism, or excretion properties. Task type varies by dataset: regression for continuous measurements (e.g., permeability, clearance, half-life) or binary classification for categorical outcomes (e.g., BBB penetration, CYP inhibition). Dataset: hlm. (1) The molecule is COc1ccc2ccn(Cc3cc(CN4CCCC4)c(O)c4ncccc34)c2c1. The result is 0 (unstable in human liver microsomes). (2) The drug is CN(C)CCOc1cc(-c2cn[nH]c2)ccc1NC(=O)[C@@H]1Cc2ccccc2CN1. The result is 0 (unstable in human liver microsomes).